This data is from Reaction yield outcomes from USPTO patents with 853,638 reactions. The task is: Predict the reaction yield, written as a fraction of the theoretical maximum amount of product (1.0 means a 100% yield; for example, 0.34 means a 34% yield). (1) The reactants are [CH2:1]([O:8][C@H:9]([C@@H:29]([C@H:38]([CH2:51][O:52][CH2:53][C:54]1[CH:59]=[CH:58][CH:57]=[CH:56][CH:55]=1)[O:39]C(=O)C1C=CC([N+]([O-])=O)=CC=1)[O:30][CH2:31][C:32]1[CH:37]=[CH:36][CH:35]=[CH:34][CH:33]=1)[CH2:10][O:11][Si](C(C)(C)C)(C1C=CC=CC=1)C1C=CC=CC=1)[C:2]1[CH:7]=[CH:6][CH:5]=[CH:4][CH:3]=1.C[O-].[Na+].C(N(CC)CC)C.F.F.F.C(N(CC)CC)C. The catalyst is CO. The product is [CH2:1]([O:8][C@H:9]([C@@H:29]([C@H:38]([CH2:51][O:52][CH2:53][C:54]1[CH:55]=[CH:56][CH:57]=[CH:58][CH:59]=1)[OH:39])[O:30][CH2:31][C:32]1[CH:33]=[CH:34][CH:35]=[CH:36][CH:37]=1)[CH2:10][OH:11])[C:2]1[CH:7]=[CH:6][CH:5]=[CH:4][CH:3]=1. The yield is 0.900. (2) The reactants are C(N(CC)CC)C.[NH2:8][C@@H:9]([CH2:12][C:13]1[CH:18]=[CH:17][CH:16]=[CH:15][CH:14]=1)[CH2:10][OH:11].Cl[C:20](=[O:26])[C:21]([O:23]CC)=[O:22].[OH-].[Na+].Cl. The catalyst is ClCCl.O. The product is [OH:11][CH2:10][C@@H:9]([NH:8][C:20](=[O:26])[C:21]([OH:23])=[O:22])[CH2:12][C:13]1[CH:18]=[CH:17][CH:16]=[CH:15][CH:14]=1. The yield is 0.940. (3) The reactants are [CH3:1][S:2][C:3]1[CH:10]=[CH:9][C:6]([C:7]#[N:8])=[CH:5][CH:4]=1.[CH3:11][O:12][C:13]1[CH:19]=[CH:18][C:16]([NH2:17])=[CH:15][CH:14]=1.[K+].[Br-]. No catalyst specified. The product is [CH3:11][O:12][C:13]1[CH:19]=[CH:18][C:16]([NH:17][C:7]([C:6]2[CH:9]=[CH:10][C:3]([S:2][CH3:1])=[CH:4][CH:5]=2)=[NH:8])=[CH:15][CH:14]=1. The yield is 0.768. (4) The reactants are [NH2:1][C:2]1[CH:7]=[CH:6][C:5]([S:8]([N:11]([CH3:13])[CH3:12])(=[O:10])=[O:9])=[CH:4][CH:3]=1.[CH:14]1([C:17]2[CH:21]=[C:20]([NH:22][C:23]3[CH:28]=[CH:27][N:26]=[C:25](NC4C=C(S(N)(=O)=O)C=CC=4)[N:24]=3)[NH:19][N:18]=2)[CH2:16][CH2:15]1. No catalyst specified. The product is [CH:14]1([C:17]2[CH:21]=[C:20]([NH:22][C:23]3[CH:28]=[CH:27][N:26]=[C:25]([NH:1][C:2]4[CH:7]=[CH:6][C:5]([S:8]([N:11]([CH3:13])[CH3:12])(=[O:10])=[O:9])=[CH:4][CH:3]=4)[N:24]=3)[NH:19][N:18]=2)[CH2:16][CH2:15]1. The yield is 0.0980. (5) The reactants are [Cl:1][C:2]1[C:3]([O:13][C:14]2[CH:23]=[CH:22][C:17]3[B:18]([OH:21])[O:19][CH2:20][C:16]=3[CH:15]=2)=[N:4][CH:5]=[C:6]([CH:12]=1)[C:7]([O:9]CC)=[O:8].[OH-].[Na+].Cl.CCOC(C)=O. The catalyst is CO.CCCCCC. The yield is 0.920. The product is [Cl:1][C:2]1[C:3]([O:13][C:14]2[CH:23]=[CH:22][C:17]3[B:18]([OH:21])[O:19][CH2:20][C:16]=3[CH:15]=2)=[N:4][CH:5]=[C:6]([CH:12]=1)[C:7]([OH:9])=[O:8]. (6) The reactants are [NH2:1][CH2:2][C@H:3]([NH:10][CH:11]1[CH2:16][CH2:15][N:14]([CH:17]([CH3:32])[CH2:18][CH2:19][NH:20][C:21](=[O:31])[C:22]2[C:27]([CH3:28])=[CH:26][C:25]([Cl:29])=[N:24][C:23]=2[CH3:30])[CH2:13][CH2:12]1)[C:4]1[CH:9]=[CH:8][CH:7]=[CH:6][CH:5]=1.[CH3:33][N:34]1[CH:38]=[CH:37][CH:36]=[C:35]1[CH:39]=O.[BH4-].[Na+].[NH4+].[Cl-]. The catalyst is CO. The product is [Cl:29][C:25]1[CH:26]=[C:27]([CH3:28])[C:22]([C:21]([NH:20][CH2:19][CH2:18][CH:17]([N:14]2[CH2:15][CH2:16][CH:11]([NH:10][C@H:3]([C:4]3[CH:5]=[CH:6][CH:7]=[CH:8][CH:9]=3)[CH2:2][NH:1][CH2:39][C:35]3[N:34]([CH3:33])[CH:38]=[CH:37][CH:36]=3)[CH2:12][CH2:13]2)[CH3:32])=[O:31])=[C:23]([CH3:30])[N:24]=1. The yield is 0.790. (7) The reactants are [OH:1][C:2]1[CH:9]=[CH:8][C:5]([C:6]#[N:7])=[CH:4][C:3]=1[N+:10]([O-:12])=[O:11].[CH2:13]([OH:15])[CH3:14].[ClH:16]. The catalyst is O1CCOCC1. The product is [ClH:16].[OH:1][C:2]1[CH:9]=[CH:8][C:5]([C:6](=[NH:7])[O:15][CH2:13][CH3:14])=[CH:4][C:3]=1[N+:10]([O-:12])=[O:11]. The yield is 0.790. (8) The reactants are C(C1C=C(C=CC=1OC(C)C)C(O)=O)#N.C1C=CC2N(O)N=NC=2C=1.C(Cl)CCl.ONC(=N)C1C=CN=CC=1C.[C:41]([C:43]1[CH:44]=[C:45]([CH:59]=[CH:60][C:61]=1[O:62][CH:63]([CH3:65])[CH3:64])[C:46]([O:48][NH:49][C:50](=[NH:58])[C:51]1[CH:56]=[CH:55][N:54]=[CH:53][C:52]=1[CH3:57])=O)#[N:42].Cl. The catalyst is CN(C=O)C.CCOCC. The product is [CH:63]([O:62][C:61]1[CH:60]=[CH:59][C:45]([C:46]2[O:48][N:49]=[C:50]([C:51]3[CH:56]=[CH:55][N:54]=[CH:53][C:52]=3[CH3:57])[N:58]=2)=[CH:44][C:43]=1[C:41]#[N:42])([CH3:65])[CH3:64]. The yield is 0.450. (9) The reactants are Br[C:2]1[S:10][C:9]2[C:8]([Cl:11])=[N:7][CH:6]=[N:5][C:4]=2[CH:3]=1.CC1(C)C(C)(C)OB([C:20]2[CH:21]=[N:22][N:23]([CH2:25][CH2:26][N:27]3[CH2:32][CH2:31][O:30][CH2:29][CH2:28]3)[CH:24]=2)O1.C(=O)([O-])[O-].[K+].[K+]. The catalyst is C(#N)C.C1C=CC(P(C2C=CC=CC=2)[C-]2C=CC=C2)=CC=1.C1C=CC(P(C2C=CC=CC=2)[C-]2C=CC=C2)=CC=1.Cl[Pd]Cl.[Fe+2]. The product is [Cl:11][C:8]1[C:9]2[S:10][C:2]([C:20]3[CH:21]=[N:22][N:23]([CH2:25][CH2:26][N:27]4[CH2:32][CH2:31][O:30][CH2:29][CH2:28]4)[CH:24]=3)=[CH:3][C:4]=2[N:5]=[CH:6][N:7]=1. The yield is 0.670. (10) The reactants are C([Li])CCC.[Cl-].[Cl:7][CH2:8][P+](C1C=CC=CC=1)(C1C=CC=CC=1)C1C=CC=CC=1.O=[C:29]1[CH2:35][CH2:34][C:33]2[CH:36]=[C:37]([C:40]([O:42][CH3:43])=[O:41])[CH:38]=[CH:39][C:32]=2[O:31][CH2:30]1.O. The catalyst is CCCCCC.O1CCCC1. The product is [Cl:7][CH:8]=[C:29]1[CH2:35][CH2:34][C:33]2[CH:36]=[C:37]([C:40]([O:42][CH3:43])=[O:41])[CH:38]=[CH:39][C:32]=2[O:31][CH2:30]1. The yield is 0.240.